Dataset: Full USPTO retrosynthesis dataset with 1.9M reactions from patents (1976-2016). Task: Predict the reactants needed to synthesize the given product. The reactants are: [F:1][C:2]1[CH:7]=[CH:6][C:5]([CH:8]2[CH2:13][CH2:12][CH2:11][C:10](=O)[CH2:9]2)=[CH:4][CH:3]=1.[H-].[Na+].[C:17](=[O:22])(OC)OC.C(=O)(O)O.[NH2:27][C:28]([NH2:30])=[NH:29]. Given the product [NH2:30][C:28]1[N:29]=[C:17]([OH:22])[C:11]2[CH2:12][CH2:13][CH:8]([C:5]3[CH:6]=[CH:7][C:2]([F:1])=[CH:3][CH:4]=3)[CH2:9][C:10]=2[N:27]=1, predict the reactants needed to synthesize it.